From a dataset of Full USPTO retrosynthesis dataset with 1.9M reactions from patents (1976-2016). Predict the reactants needed to synthesize the given product. The reactants are: [CH2:1]([O:3][C:4]([C:6]1[S:10][C:9](Cl)=[N:8][C:7]=1[C:12]1[CH:17]=[CH:16][C:15]([C:18]([F:21])([F:20])[F:19])=[CH:14][CH:13]=1)=[O:5])[CH3:2].CC(C)=O.[N-:26]=[N+:27]=[N-:28].[Na+]. Given the product [CH2:1]([O:3][C:4]([C:6]1[S:10][C:9]([N:26]=[N+:27]=[N-:28])=[N:8][C:7]=1[C:12]1[CH:17]=[CH:16][C:15]([C:18]([F:21])([F:20])[F:19])=[CH:14][CH:13]=1)=[O:5])[CH3:2], predict the reactants needed to synthesize it.